Dataset: Full USPTO retrosynthesis dataset with 1.9M reactions from patents (1976-2016). Task: Predict the reactants needed to synthesize the given product. (1) Given the product [C:26]([O:30][C:31]([NH:33][C:34]1[O:42][C:41]2[C:36](=[N:37][CH:38]=[C:39]([CH:43]3[CH2:44][CH2:45][O:46][CH2:47][CH2:48]3)[CH:40]=2)[C:35]=1[C:49]([NH:1][C:2]1[CH:3]=[N:4][N:5]([CH3:25])[C:6]=1[N:7]1[CH2:12][C@H:11]([C:13]([F:15])([F:14])[F:16])[CH2:10][C@H:9]([NH:17][C:18](=[O:24])[O:19][C:20]([CH3:21])([CH3:22])[CH3:23])[CH2:8]1)=[O:50])=[O:32])([CH3:29])([CH3:27])[CH3:28], predict the reactants needed to synthesize it. The reactants are: [NH2:1][C:2]1[CH:3]=[N:4][N:5]([CH3:25])[C:6]=1[N:7]1[CH2:12][C@H:11]([C:13]([F:16])([F:15])[F:14])[CH2:10][C@H:9]([NH:17][C:18](=[O:24])[O:19][C:20]([CH3:23])([CH3:22])[CH3:21])[CH2:8]1.[C:26]([O:30][C:31]([NH:33][C:34]1[O:42][C:41]2[C:36](=[N:37][CH:38]=[C:39]([CH:43]3[CH2:48][CH2:47][O:46][CH2:45][CH2:44]3)[CH:40]=2)[C:35]=1[C:49](O)=[O:50])=[O:32])([CH3:29])([CH3:28])[CH3:27].CN(C(ON1N=NC2C=CC=NC1=2)=[N+](C)C)C.F[P-](F)(F)(F)(F)F.CCN(C(C)C)C(C)C. (2) Given the product [C:23]([C:25]1[CH:33]=[CH:32][C:28]([C:29]([NH:14][C:15]2[CH:22]=[CH:21][C:18]([CH2:19][NH:20][C:5]3[C:4]4[C:9](=[CH:10][CH:11]=[C:2]([CH3:1])[CH:3]=4)[N:8]=[C:7]([NH:35][CH3:34])[N:6]=3)=[CH:17][CH:16]=2)=[O:30])=[CH:27][CH:26]=1)#[N:24], predict the reactants needed to synthesize it. The reactants are: [CH3:1][C:2]1[CH:3]=[C:4]2[C:9](=[CH:10][CH:11]=1)[N:8]=[C:7](Cl)[N:6]=[C:5]2Cl.[NH2:14][C:15]1[CH:22]=[CH:21][C:18]([CH2:19][NH2:20])=[CH:17][CH:16]=1.[C:23]([C:25]1[CH:33]=[CH:32][C:28]([C:29](Cl)=[O:30])=[CH:27][CH:26]=1)#[N:24].[CH3:34][NH2:35]. (3) Given the product [CH2:1]([N:3]([CH2:7][C:8]([OH:10])=[O:9])[CH2:4][CH3:5])[CH3:2], predict the reactants needed to synthesize it. The reactants are: [CH2:1]([NH:3][CH2:4][CH3:5])[CH3:2].Cl[CH2:7][C:8]([OH:10])=[O:9]. (4) Given the product [Br:1][C:2]1[CH:3]=[C:4]2[C:10]([C:18]3[CH:23]=[CH:22][CH:21]=[CH:20][CH:19]=3)=[N:9][N:8]([CH:12]3[CH2:17][CH2:16][CH2:15][CH2:14][O:13]3)[C:5]2=[CH:6][N:7]=1, predict the reactants needed to synthesize it. The reactants are: [Br:1][C:2]1[CH:3]=[C:4]2[C:10](I)=[N:9][N:8]([CH:12]3[CH2:17][CH2:16][CH2:15][CH2:14][O:13]3)[C:5]2=[CH:6][N:7]=1.[C:18]1(B(O)O)[CH:23]=[CH:22][CH:21]=[CH:20][CH:19]=1.ClCCl.C(=O)([O-])[O-].[Na+].[Na+].C([O-])(=O)C.[K+]. (5) Given the product [Cl:1][C:2]1[CH:7]=[C:6]([Cl:8])[CH:5]=[C:4]([Cl:9])[C:3]=1[O:10][C:13](=[O:15])[CH2:12][C:11]([O:17][C:3]1[C:2]([Cl:1])=[CH:7][C:6]([Cl:8])=[CH:5][C:4]=1[Cl:9])=[O:16], predict the reactants needed to synthesize it. The reactants are: [Cl:1][C:2]1[CH:7]=[C:6]([Cl:8])[CH:5]=[C:4]([Cl:9])[C:3]=1[OH:10].[C:11]([OH:17])(=[O:16])[CH2:12][C:13]([OH:15])=O.O=P(Cl)(Cl)Cl.O. (6) Given the product [CH3:1][O:2][C:3]1[CH:4]=[CH:5][C:6]([C:9]2[C:17]3[C:16]([NH:18][C:19]4[CH:20]=[C:21]([CH:22]=[CH:23][CH:24]=4)[CH2:25][C:26]4[O:27][C:39](=[O:40])[NH:29][N:28]=4)=[N:15][CH:14]=[N:13][C:12]=3[O:11][C:10]=2[C:30]2[CH:35]=[CH:34][CH:33]=[CH:32][CH:31]=2)=[CH:7][CH:8]=1, predict the reactants needed to synthesize it. The reactants are: [CH3:1][O:2][C:3]1[CH:8]=[CH:7][C:6]([C:9]2[C:17]3[C:16]([NH:18][C:19]4[CH:20]=[C:21]([CH2:25][C:26]([NH:28][NH2:29])=[O:27])[CH:22]=[CH:23][CH:24]=4)=[N:15][CH:14]=[N:13][C:12]=3[O:11][C:10]=2[C:30]2[CH:35]=[CH:34][CH:33]=[CH:32][CH:31]=2)=[CH:5][CH:4]=1.O.C1C[O:40][CH2:39]C1. (7) Given the product [Cl:1][C:2]1[N:3]=[N:4][C:5]([Cl:9])=[CH:6][C:7]=1[N:12]1[CH2:13][CH2:14][O:15][CH2:16][C@H:11]1[CH3:10], predict the reactants needed to synthesize it. The reactants are: [Cl:1][C:2]1[N:3]=[N:4][C:5]([Cl:9])=[CH:6][C:7]=1Cl.[CH3:10][C@@H:11]1[CH2:16][O:15][CH2:14][CH2:13][NH:12]1.CCN(C(C)C)C(C)C.O.